Dataset: Catalyst prediction with 721,799 reactions and 888 catalyst types from USPTO. Task: Predict which catalyst facilitates the given reaction. The catalyst class is: 2. Reactant: [C:1]([NH:4][CH2:5][CH2:6][C:7]([OH:9])=O)(=[O:3])[CH3:2].CN(C(ON1N=NC2C=CC=NC1=2)=[N+](C)C)C.F[P-](F)(F)(F)(F)F.C(N(C(C)C)CC)(C)C.[C:43]1([S:49]([N:52]2[C:56]3=[N:57][CH:58]=[C:59]([NH2:68])[C:60]([NH:61][CH:62]4[CH2:67][CH2:66][CH2:65][CH2:64][CH2:63]4)=[C:55]3[CH:54]=[CH:53]2)(=[O:51])=[O:50])[CH:48]=[CH:47][CH:46]=[CH:45][CH:44]=1. Product: [C:1]([NH:4][CH2:5][CH2:6][C:7]([NH:68][C:59]1[C:60]([NH:61][CH:62]2[CH2:67][CH2:66][CH2:65][CH2:64][CH2:63]2)=[C:55]2[CH:54]=[CH:53][N:52]([S:49]([C:43]3[CH:48]=[CH:47][CH:46]=[CH:45][CH:44]=3)(=[O:51])=[O:50])[C:56]2=[N:57][CH:58]=1)=[O:9])(=[O:3])[CH3:2].